Dataset: Forward reaction prediction with 1.9M reactions from USPTO patents (1976-2016). Task: Predict the product of the given reaction. (1) Given the reactants O.[Sn](Cl)Cl.[Cl:5][C:6]1[CH:28]=[C:27]([F:29])[C:26]([F:30])=[CH:25][C:7]=1[C:8]([NH:10][C:11]([NH:13][C:14]1[CH:19]=[C:18]([N+:20]([O-])=O)[CH:17]=[CH:16][C:15]=1[O:23][CH3:24])=[O:12])=[O:9].CN1CCCC1=O, predict the reaction product. The product is: [NH2:20][C:18]1[CH:17]=[CH:16][C:15]([O:23][CH3:24])=[C:14]([NH:13][C:11]([NH:10][C:8](=[O:9])[C:7]2[CH:25]=[C:26]([F:30])[C:27]([F:29])=[CH:28][C:6]=2[Cl:5])=[O:12])[CH:19]=1. (2) Given the reactants [O:1]1CCO[CH:2]1[CH2:6][CH2:7][N:8]1[C:17](=[O:18])[C:16]2[C:11](=[CH:12][CH:13]=[CH:14][CH:15]=2)[NH:10][C:9]1=[O:19].S(=O)(=O)(O)O, predict the reaction product. The product is: [O:19]=[C:9]1[N:8]([CH2:7][CH2:6][CH:2]=[O:1])[C:17](=[O:18])[C:16]2[C:11](=[CH:12][CH:13]=[CH:14][CH:15]=2)[NH:10]1. (3) Given the reactants [C:1]([NH:4][C@H:5]([C:8]([OH:10])=[O:9])[CH2:6][SH:7])(=[O:3])[CH3:2].[OH-].[Na+:12], predict the reaction product. The product is: [C:1]([NH:4][C@H:5]([C:8]([O-:10])=[O:9])[CH2:6][SH:7])(=[O:3])[CH3:2].[Na+:12]. (4) Given the reactants [CH3:1][O:2][C:3]1[CH:4]=[C:5]([C:12]2[CH2:13][CH2:14][N:15]([CH2:18][CH:19]([CH3:21])[CH3:20])[CH2:16][CH:17]=2)[CH:6]=[CH:7][C:8]=1[N+:9]([O-])=O, predict the reaction product. The product is: [CH3:1][O:2][C:3]1[CH:4]=[C:5]([CH:12]2[CH2:13][CH2:14][N:15]([CH2:18][CH:19]([CH3:20])[CH3:21])[CH2:16][CH2:17]2)[CH:6]=[CH:7][C:8]=1[NH2:9]. (5) Given the reactants [C:1]([C:3]1[CH:4]=[C:5](/[C:38](/[CH3:41])=[CH:39]\[CH3:40])[C:6]2[O:10][C:9]([C:11]3[CH:36]=[CH:35][C:14]([C:15]([NH:17][CH2:18][CH:19]4[CH2:24][CH2:23][N:22]([C:25]5[N:30]=[C:29]([C:31]([F:34])([F:33])[F:32])[CH:28]=[CH:27][N:26]=5)[CH2:21][CH2:20]4)=[O:16])=[CH:13][CH:12]=3)=[N:8][C:7]=2[CH:37]=1)#[N:2].ClCCl.CO, predict the reaction product. The product is: [CH:38]([C:5]1[C:6]2[O:10][C:9]([C:11]3[CH:12]=[CH:13][C:14]([C:15]([NH:17][CH2:18][CH:19]4[CH2:24][CH2:23][N:22]([C:25]5[N:30]=[C:29]([C:31]([F:33])([F:34])[F:32])[CH:28]=[CH:27][N:26]=5)[CH2:21][CH2:20]4)=[O:16])=[CH:35][CH:36]=3)=[N:8][C:7]=2[CH:37]=[C:3]([C:1]#[N:2])[CH:4]=1)([CH2:39][CH3:40])[CH3:41].